From a dataset of HIV replication inhibition screening data with 41,000+ compounds from the AIDS Antiviral Screen. Binary Classification. Given a drug SMILES string, predict its activity (active/inactive) in a high-throughput screening assay against a specified biological target. (1) The molecule is FC(F)C(F)(F)N1c2ccccc2Sc2ccccc21. The result is 0 (inactive). (2) The drug is CC(C)OP(=O)(OC(C)C)C(N(C)C)P(=O)(OC(C)C)OC(C)C.C[Sn](C)(Cl)Cl. The result is 0 (inactive). (3) The molecule is COc1ccc(S(=O)(=O)O)cc1-n1nc(C(=O)Nc2ccccc2)n[n+]1-c1cc(S(=O)(O)=[OH+])ccc1OC.[NaH]. The result is 0 (inactive). (4) The molecule is [N-]=[N+]=NC12CC3C4CC5CC3C(C1)C(C5)C4C2. The result is 0 (inactive).